This data is from Catalyst prediction with 721,799 reactions and 888 catalyst types from USPTO. The task is: Predict which catalyst facilitates the given reaction. (1) Reactant: [C:1]([O:5][C:6]([NH:8][CH2:9][CH2:10][CH2:11][C:12]([OH:14])=O)=[O:7])([CH3:4])([CH3:3])[CH3:2].Cl.[CH3:16][NH:17][O:18][CH3:19].O. Product: [C:1]([O:5][C:6]([NH:8][CH2:9][CH2:10][CH2:11][C:12](=[O:14])[N:17]([O:18][CH3:19])[CH3:16])=[O:7])([CH3:2])([CH3:3])[CH3:4]. The catalyst class is: 1. (2) Reactant: [Cl:1][C:2]1[CH:27]=[CH:26][CH:25]=[C:24]([Cl:28])[C:3]=1[CH2:4][N:5]1[CH2:10][CH2:9][N:8]([C:11]2[CH:12]=[CH:13][C:14]3[O:18][C:17]([C:19]([OH:21])=O)=[CH:16][C:15]=3[C:22]=2[CH3:23])[CH2:7][CH2:6]1.C(N(C(C)C)CC)(C)C.[NH:38]1[CH2:43][CH2:42][O:41][CH2:40][CH2:39]1.F[P-](F)(F)(F)(F)F.N1(O[P+](N(C)C)(N(C)C)N(C)C)C2C=CC=CC=2N=N1. Product: [Cl:28][C:24]1[CH:25]=[CH:26][CH:27]=[C:2]([Cl:1])[C:3]=1[CH2:4][N:5]1[CH2:10][CH2:9][N:8]([C:11]2[CH:12]=[CH:13][C:14]3[O:18][C:17]([C:19]([N:38]4[CH2:43][CH2:42][O:41][CH2:40][CH2:39]4)=[O:21])=[CH:16][C:15]=3[C:22]=2[CH3:23])[CH2:7][CH2:6]1. The catalyst class is: 3. (3) Reactant: [OH:1][C:2]1[C:9]([CH3:10])=[C:8]([CH3:11])[C:7]([O:12][CH:13]2[CH2:18][CH2:17][CH2:16][CH2:15][O:14]2)=[CH:6][C:3]=1[CH:4]=[O:5].Br[CH2:20][C:21]([O:23][CH3:24])=[O:22].C(=O)([O-])[O-].[K+].[K+].O. Product: [CH3:24][O:23][C:21](=[O:22])[CH2:20][O:1][C:2]1[C:3]([CH:4]=[O:5])=[CH:6][C:7]([O:12][CH:13]2[CH2:18][CH2:17][CH2:16][CH2:15][O:14]2)=[C:8]([CH3:11])[C:9]=1[CH3:10]. The catalyst class is: 3.